Task: Predict which catalyst facilitates the given reaction.. Dataset: Catalyst prediction with 721,799 reactions and 888 catalyst types from USPTO (1) Reactant: [Cl:1][C:2]1[CH:3]=[C:4](OS(C(F)(F)F)(=O)=O)[CH:5]=[C:6]([Cl:22])[C:7]=1[CH2:8][CH:9]1[CH2:13][CH2:12][N:11]([C@H:14]2[CH2:19][CH2:18][C@@H:17]([F:20])[CH2:16][CH2:15]2)[C:10]1=[O:21].[N:31]1[CH:36]=[CH:35][CH:34]=[C:33](B(O)O)[CH:32]=1.C([O-])([O-])=O.[Na+].[Na+]. Product: [Cl:1][C:2]1[CH:3]=[C:4]([C:33]2[CH:32]=[N:31][CH:36]=[CH:35][CH:34]=2)[CH:5]=[C:6]([Cl:22])[C:7]=1[CH2:8][CH:9]1[CH2:13][CH2:12][N:11]([C@H:14]2[CH2:19][CH2:18][C@@H:17]([F:20])[CH2:16][CH2:15]2)[C:10]1=[O:21]. The catalyst class is: 564. (2) Reactant: [F:1][C:2]1[CH:10]=[C:9]2[C:5]([C:6]([C:12]3[N:13]=[C:14]4[C:20]([C:21]([OH:23])=O)=[CH:19][N:18]([CH2:24][O:25][CH2:26][CH2:27][Si:28]([CH3:31])([CH3:30])[CH3:29])[C:15]4=[N:16][CH:17]=3)=[N:7][N:8]2[CH3:11])=[CH:4][CH:3]=1.Cl.[CH3:33][O:34][NH2:35].C(N(C(C)C)CC)(C)C.C1CN(C(ON2N=NC3C2=CC=CC=3)=[N+]2CCCC2)CC1.F[P-](F)(F)(F)(F)F. Product: [CH3:33][O:34][NH:35][C:21]([C:20]1[C:14]2[C:15](=[N:16][CH:17]=[C:12]([C:6]3[C:5]4[C:9](=[CH:10][C:2]([F:1])=[CH:3][CH:4]=4)[N:8]([CH3:11])[N:7]=3)[N:13]=2)[N:18]([CH2:24][O:25][CH2:26][CH2:27][Si:28]([CH3:31])([CH3:30])[CH3:29])[CH:19]=1)=[O:23]. The catalyst class is: 39.